From a dataset of Reaction yield outcomes from USPTO patents with 853,638 reactions. Predict the reaction yield, written as a fraction of the theoretical maximum amount of product (1.0 means a 100% yield; for example, 0.34 means a 34% yield). (1) The reactants are [Cl:1][C:2]1[CH:7]=[CH:6][C:5]([CH:8]2[CH2:13][C:12](=[O:14])[NH:11][C:10]([CH3:15])=[C:9]2[C:16]([O:18]C)=[O:17])=[CH:4][CH:3]=1.C1COCC1.[OH-].[Na+]. The catalyst is CO.O. The product is [Cl:1][C:2]1[CH:3]=[CH:4][C:5]([CH:8]2[CH2:13][C:12](=[O:14])[NH:11][C:10]([CH3:15])=[C:9]2[C:16]([OH:18])=[O:17])=[CH:6][CH:7]=1. The yield is 0.710. (2) The reactants are [CH3:1][O:2][C:3](=[O:18])[C:4](=[CH:10][C:11]1[CH:16]=[CH:15][C:14]([F:17])=[CH:13][CH:12]=1)[CH:5]([CH3:9])[C:6]([OH:8])=O.FC(F)(F)C(OC(=O)C(F)(F)F)=O.C(N(CC)CC)C.[BH4-].[Na+]. The catalyst is O1CCCC1.C(OCC)(=O)C.Cl. The product is [CH3:1][O:2][C:3]([C:4]1[C:5]([CH3:9])=[C:6]([OH:8])[C:16]2[C:11](=[CH:12][CH:13]=[C:14]([F:17])[CH:15]=2)[CH:10]=1)=[O:18]. The yield is 0.800. (3) The reactants are [NH2:1][C:2]1[CH:7]=[CH:6][CH:5]=[C:4]([C:8]([CH:10]2[CH2:15][CH2:14][N:13]([CH3:16])[CH2:12][CH2:11]2)=[O:9])[N:3]=1.[F:17][C:18]([F:30])([F:29])[O:19][C:20]1[CH:28]=[CH:27][CH:26]=[CH:25][C:21]=1[C:22]([Cl:24])=[O:23]. The catalyst is O1CCOCC1. The product is [ClH:24].[F:17][C:18]([F:29])([F:30])[O:19][C:20]1[CH:28]=[CH:27][CH:26]=[CH:25][C:21]=1[C:22]([NH:1][C:2]1[CH:7]=[CH:6][CH:5]=[C:4]([C:8]([CH:10]2[CH2:15][CH2:14][N:13]([CH3:16])[CH2:12][CH2:11]2)=[O:9])[N:3]=1)=[O:23]. The yield is 0.760. (4) The reactants are F[C:2]1[CH:3]=[CH:4][C:5]([N+:8]([O-:10])=[O:9])=[N:6][CH:7]=1.C([O-])([O-])=O.[K+].[K+].Cl.[NH:18]1[CH2:21][CH:20]([OH:22])[CH2:19]1. The catalyst is C(#N)C. The product is [N+:8]([C:5]1[N:6]=[CH:7][C:2]([N:18]2[CH2:21][CH:20]([OH:22])[CH2:19]2)=[CH:3][CH:4]=1)([O-:10])=[O:9]. The yield is 0.730. (5) The reactants are Br[C:2]1[CH:7]=[CH:6][CH:5]=[CH:4][C:3]=1[C:8]1[NH:12][C:11]([CH3:13])=[C:10]([C:14]([NH2:16])=[O:15])[CH:9]=1.[CH2:17]([C:24]1[CH:29]=[CH:28][C:27]([OH:30])=[CH:26][CH:25]=1)[C:18]1[CH:23]=[CH:22][CH:21]=[CH:20][CH:19]=1.N1C=CC=CC=1C(O)=O.P([O-])([O-])([O-])=O.[K+].[K+].[K+]. The catalyst is CS(C)=O.[Cu]I. The product is [CH2:17]([C:24]1[CH:25]=[CH:26][C:27]([O:30][C:2]2[CH:7]=[CH:6][CH:5]=[CH:4][C:3]=2[C:8]2[NH:12][C:11]([CH3:13])=[C:10]([C:14]([NH2:16])=[O:15])[CH:9]=2)=[CH:28][CH:29]=1)[C:18]1[CH:19]=[CH:20][CH:21]=[CH:22][CH:23]=1. The yield is 0.230.